Dataset: Forward reaction prediction with 1.9M reactions from USPTO patents (1976-2016). Task: Predict the product of the given reaction. (1) Given the reactants [Br:1][C:2]1[CH:3]=[C:4]2[C:9](=[CH:10][CH:11]=1)[N:8]=[C:7]([OH:12])[CH:6]=[C:5]2O.[Cl:14][C:15]1[CH:16]=[C:17]([CH:19]=[CH:20][C:21]=1[Cl:22])[NH2:18].Cl, predict the reaction product. The product is: [Br:1][C:2]1[CH:3]=[C:4]2[C:9](=[CH:10][CH:11]=1)[N:8]=[C:7]([OH:12])[CH:6]=[C:5]2[NH:18][C:17]1[CH:19]=[CH:20][C:21]([Cl:22])=[C:15]([Cl:14])[CH:16]=1. (2) Given the reactants [CH3:1][C:2]1[N:11]=[C:10]([NH:12][C:13]2[CH:14]=[N:15][CH:16]=[CH:17][CH:18]=2)[C:9]2[CH2:8][CH2:7][C@H:6]3[C@H:19]([CH3:26])[C:20](=[O:25])[CH:21]([C:23]#[N:24])[CH2:22][C@:5]3([C:27]3[CH:32]=[CH:31][CH:30]=[CH:29][CH:28]=3)[C:4]=2[N:3]=1.ClC1C(=O)C(C#N)=C(C#N)C(=O)C=1Cl, predict the reaction product. The product is: [CH3:1][C:2]1[N:11]=[C:10]([NH:12][C:13]2[CH:14]=[N:15][CH:16]=[CH:17][CH:18]=2)[C:9]2[CH2:8][CH2:7][C@H:6]3[C@H:19]([CH3:26])[C:20](=[O:25])[C:21]([C:23]#[N:24])=[CH:22][C@:5]3([C:27]3[CH:28]=[CH:29][CH:30]=[CH:31][CH:32]=3)[C:4]=2[N:3]=1.